From a dataset of Full USPTO retrosynthesis dataset with 1.9M reactions from patents (1976-2016). Predict the reactants needed to synthesize the given product. (1) Given the product [Cl:1][C:2]1[CH:3]=[C:4]([C@@H:8]([CH:18]=[CH2:19])[C@@H:9]([C:11]2[CH:12]=[CH:13][C:14]([Cl:17])=[CH:15][CH:16]=2)[NH:10][CH:23]([CH:25]2[CH2:27][CH2:26]2)[CH:20]2[CH2:22][CH2:21]2)[CH:5]=[CH:6][CH:7]=1, predict the reactants needed to synthesize it. The reactants are: [Cl:1][C:2]1[CH:3]=[C:4]([C@@H:8]([CH:18]=[CH2:19])[C@@H:9]([C:11]2[CH:16]=[CH:15][C:14]([Cl:17])=[CH:13][CH:12]=2)[NH2:10])[CH:5]=[CH:6][CH:7]=1.[CH:20]1([C:23]([CH:25]2[CH2:27][CH2:26]2)=O)[CH2:22][CH2:21]1.C(O)(=O)C.C([BH3-])#N.[Na+]. (2) Given the product [CH:1]1([NH:5][C:6](=[O:7])[C:8]2[CH:27]=[CH:26][CH:25]=[C:10]([CH2:11][N:12]3[CH2:13][CH2:14][NH:15][CH2:16][CH2:17]3)[CH:9]=2)[CH2:2][CH2:3][CH2:4]1, predict the reactants needed to synthesize it. The reactants are: [CH:1]1([NH:5][C:6]([C:8]2[CH:9]=[C:10]([CH:25]=[CH:26][CH:27]=2)[CH2:11][N:12]2[CH2:17][CH2:16][N:15](C(OC(C)(C)C)=O)[CH2:14][CH2:13]2)=[O:7])[CH2:4][CH2:3][CH2:2]1.FC(F)(F)C(O)=O.